Dataset: Full USPTO retrosynthesis dataset with 1.9M reactions from patents (1976-2016). Task: Predict the reactants needed to synthesize the given product. (1) Given the product [Br:15][C:12]1[CH:13]=[C:14]2[C:9](=[CH:10][C:11]=1[O:16][CH3:17])[N:8]=[C:6]([CH3:7])[CH:5]=[C:4]2[OH:18], predict the reactants needed to synthesize it. The reactants are: C(O[C:4](=[O:18])/[CH:5]=[C:6](\[NH:8][C:9]1[CH:14]=[CH:13][C:12]([Br:15])=[C:11]([O:16][CH3:17])[CH:10]=1)/[CH3:7])C. (2) Given the product [Br:1][C:2]1[CH:7]=[CH:6][C:5]([Br:8])=[CH:4][C:3]=1[S:9]([NH:12][C@@H:13]1[CH2:14][C@H:15]([CH3:25])[N:16]([C:18]#[N:29])[CH2:17]1)(=[O:11])=[O:10], predict the reactants needed to synthesize it. The reactants are: [Br:1][C:2]1[CH:7]=[CH:6][C:5]([Br:8])=[CH:4][C:3]=1[S:9]([NH:12][C@H:13]1[CH2:17][N:16]([C:18](OC(C)(C)C)=O)[C@@H:15]([CH3:25])[CH2:14]1)(=[O:11])=[O:10].Cl.CC[N:29](C(C)C)C(C)C.BrC#N.C(O)C(N)(CO)CO. (3) Given the product [OH:1][C:2]1[CH:3]=[CH:4][C:5]([S:8]([N:11]([CH2:12][C:13]2[CH:14]=[CH:15][C:16]([OH:19])=[CH:17][CH:18]=2)[C:26]2[CH:27]=[CH:28][C:29]([O:32][CH2:33][CH2:34][N:35]3[CH2:36][CH2:37][CH2:38][CH2:39]3)=[CH:30][CH:31]=2)(=[O:9])=[O:10])=[CH:6][CH:7]=1, predict the reactants needed to synthesize it. The reactants are: [OH:1][C:2]1[CH:7]=[CH:6][C:5]([S:8]([N:11]([C:26]2[CH:31]=[CH:30][C:29]([O:32][CH2:33][CH2:34][N:35]3[CH2:39][CH2:38][CH2:37][CH2:36]3)=[CH:28][CH:27]=2)[CH2:12][C:13]2[CH:18]=[CH:17][C:16]([O:19]C3CCCCO3)=[CH:15][CH:14]=2)(=[O:10])=[O:9])=[CH:4][CH:3]=1.Cl.O. (4) Given the product [CH3:12][N:13]1[CH:17]=[C:16]([C:5]2[N:10]=[CH:9][C:8]([NH2:11])=[CH:7][CH:6]=2)[C:15]([C:27]([F:30])([F:29])[F:28])=[N:14]1, predict the reactants needed to synthesize it. The reactants are: ClCCl.Br[C:5]1[N:10]=[CH:9][C:8]([NH2:11])=[CH:7][CH:6]=1.[CH3:12][N:13]1[CH:17]=[C:16](B2OC(C)(C)C(C)(C)O2)[C:15]([C:27]([F:30])([F:29])[F:28])=[N:14]1.C([O-])([O-])=O.[K+].[K+]. (5) Given the product [F:26][C:25]1[CH:24]=[CH:23][C:22]([CH:27]=[CH:28][C:29]([OH:31])=[O:30])=[CH:21][C:20]=1[C:3]1[C:2]([CH3:1])=[CH:11][C:10]2[C:9]([CH3:13])([CH3:12])[CH2:8][CH2:7][C:6]([CH3:15])([CH3:14])[C:5]=2[CH:4]=1, predict the reactants needed to synthesize it. The reactants are: [CH3:1][C:2]1[C:3](B(O)O)=[CH:4][C:5]2[C:6]([CH3:15])([CH3:14])[CH2:7][CH2:8][C:9]([CH3:13])([CH3:12])[C:10]=2[CH:11]=1.Br[C:20]1[CH:21]=[C:22]([CH:27]=[CH:28][C:29]([OH:31])=[O:30])[CH:23]=[CH:24][C:25]=1[F:26]. (6) Given the product [F:1][C:2]([F:7])([F:6])[C:3]([OH:5])=[O:4].[Br:8][C:9]1[C:10]([OH:45])=[C:11]([C@H:16]([NH:23][C:24](=[O:44])[CH2:25][NH:26][C:27](=[O:43])[C:28]2[CH:33]=[C:32]([NH:34][C:35]3[CH2:36][CH2:37][CH2:38][CH2:39][CH2:40][N:41]=3)[CH:31]=[C:30]([OH:42])[CH:29]=2)[CH2:17][C:18]([OH:20])=[O:19])[CH:12]=[C:13]([Cl:15])[CH:14]=1, predict the reactants needed to synthesize it. The reactants are: [F:1][C:2]([F:7])([F:6])[C:3]([OH:5])=[O:4].[Br:8][C:9]1[C:10]([OH:45])=[C:11]([C@H:16]([NH:23][C:24](=[O:44])[CH2:25][NH:26][C:27](=[O:43])[C:28]2[CH:33]=[C:32]([NH:34][C:35]3[CH2:36][CH2:37][CH2:38][CH2:39][CH2:40][N:41]=3)[CH:31]=[C:30]([OH:42])[CH:29]=2)[CH2:17][C:18]([O:20]CC)=[O:19])[CH:12]=[C:13]([Cl:15])[CH:14]=1.[OH-].[Li+]. (7) Given the product [F:42][C:39]([F:40])([F:41])[C:38](=[O:43])[CH2:51][CH2:50][CH2:49][CH2:48][CH2:47][NH:46][C:1](=[O:2])[O:3][CH2:4][CH:5]1[C:17]2[CH:16]=[CH:15][CH:14]=[CH:13][C:12]=2[C:11]2[C:6]1=[CH:7][CH:8]=[CH:9][CH:10]=2, predict the reactants needed to synthesize it. The reactants are: [C:1](C(CCCCN)C(O)=O)([O:3][CH2:4][CH:5]1[C:17]2[C:12](=[CH:13][CH:14]=[CH:15][CH:16]=2)[C:11]2[C:6]1=[CH:7][CH:8]=[CH:9][CH:10]=2)=[O:2].C(Cl)(=O)C(Cl)=O.[F:40][C:39]([F:42])([F:41])[C:38](O[C:38](=[O:43])[C:39]([F:42])([F:41])[F:40])=[O:43].[N:46]1[CH:51]=[CH:50][CH:49]=[CH:48][CH:47]=1.